Dataset: Forward reaction prediction with 1.9M reactions from USPTO patents (1976-2016). Task: Predict the product of the given reaction. (1) Given the reactants [CH3:1][O:2][C:3]([C:5]1[CH:6]=[C:7]2[C:11](=[CH:12][CH:13]=1)[NH:10][C:9]([CH2:14][O:15][C:16]1[CH:21]=[CH:20][CH:19]=[CH:18][CH:17]=1)=[CH:8]2)=[O:4].[H-].[Na+].Br[CH2:25][C:26]1[CH:31]=[CH:30][C:29]([S:32][C:33]([F:36])([F:35])[F:34])=[CH:28][CH:27]=1, predict the reaction product. The product is: [CH3:1][O:2][C:3]([C:5]1[CH:6]=[C:7]2[C:11](=[CH:12][CH:13]=1)[N:10]([CH2:25][C:26]1[CH:31]=[CH:30][C:29]([S:32][C:33]([F:36])([F:34])[F:35])=[CH:28][CH:27]=1)[C:9]([CH2:14][O:15][C:16]1[CH:21]=[CH:20][CH:19]=[CH:18][CH:17]=1)=[CH:8]2)=[O:4]. (2) Given the reactants [C:1](O)(=[O:4])[C:2]#[CH:3].CN(C(ON1N=NC2C=CC=NC1=2)=[N+](C)C)C.F[P-](F)(F)(F)(F)F.[NH2:30][C@@H:31]1[CH2:35][N:34]([C:36](=[O:56])[C@@H:37]([NH:42][C:43](=[O:55])[C@@H:44]([N:46]([CH3:54])[C:47](=[O:53])[O:48][C:49]([CH3:52])([CH3:51])[CH3:50])[CH3:45])[C:38]([CH3:41])([CH3:40])[CH3:39])[C@H:33]([C:57](=[O:69])[NH:58][C@H:59]2[C:68]3[C:63](=[CH:64][CH:65]=[CH:66][CH:67]=3)[CH2:62][CH2:61][CH2:60]2)[CH2:32]1.CCN(C(C)C)C(C)C, predict the reaction product. The product is: [CH3:39][C:38]([CH3:40])([CH3:41])[C@H:37]([NH:42][C:43](=[O:55])[C@@H:44]([N:46]([CH3:54])[C:47](=[O:53])[O:48][C:49]([CH3:50])([CH3:51])[CH3:52])[CH3:45])[C:36](=[O:56])[N:34]1[CH2:35][C@@H:31]([NH:30][C:1](=[O:4])[C:2]#[CH:3])[CH2:32][C@H:33]1[C:57](=[O:69])[NH:58][C@H:59]1[C:68]2[C:63](=[CH:64][CH:65]=[CH:66][CH:67]=2)[CH2:62][CH2:61][CH2:60]1.